From a dataset of Full USPTO retrosynthesis dataset with 1.9M reactions from patents (1976-2016). Predict the reactants needed to synthesize the given product. Given the product [CH2:1]([N:8]1[CH2:13][CH:12]([CH:14]([CH3:15])[CH3:16])[NH:11][CH2:10][C:9]1([CH3:18])[CH3:19])[C:2]1[CH:3]=[CH:4][CH:5]=[CH:6][CH:7]=1, predict the reactants needed to synthesize it. The reactants are: [CH2:1]([N:8]1[CH2:13][CH:12]([CH:14]([CH3:16])[CH3:15])[NH:11][C:10](=O)[C:9]1([CH3:19])[CH3:18])[C:2]1[CH:7]=[CH:6][CH:5]=[CH:4][CH:3]=1.[H-].[Al+3].[Li+].[H-].[H-].[H-].Cl[Si](C)(C)C.O.